This data is from Full USPTO retrosynthesis dataset with 1.9M reactions from patents (1976-2016). The task is: Predict the reactants needed to synthesize the given product. (1) Given the product [NH2:1][C:4]1[CH:9]=[CH:8][CH:7]=[C:6]([NH2:10])[C:5]=1[NH:13][CH2:14][CH2:15][OH:16], predict the reactants needed to synthesize it. The reactants are: [N+:1]([C:4]1[CH:9]=[CH:8][CH:7]=[C:6]([N+:10]([O-])=O)[C:5]=1[NH:13][CH2:14][CH2:15][OH:16])([O-])=O. (2) Given the product [CH2:1]([O:3][C:4]([C:6]1[O:14][C:13]2[CH:12]=[CH:11][N:10]=[C:9]([Cl:15])[C:8]=2[C:7]=1[NH:16][C:17]1[CH:22]=[CH:21][C:20]([I:28])=[CH:19][C:18]=1[F:27])=[O:5])[CH3:2], predict the reactants needed to synthesize it. The reactants are: [CH2:1]([O:3][C:4]([C:6]1[O:14][C:13]2[CH:12]=[CH:11][N:10]=[C:9]([Cl:15])[C:8]=2[C:7]=1[NH:16][C:17]1[CH:22]=[CH:21][C:20]([Si](C)(C)C)=[CH:19][C:18]=1[F:27])=[O:5])[CH3:2].[I:28]Cl.S([O-])([O-])(=O)=S.[Na+].[Na+]. (3) Given the product [Cl:1][C:2]1[S:6][C:5]([C:7]([NH:9][CH2:10][CH:11]2[O:15][C:14](=[O:16])[N:13]([C:17]3[CH:22]=[CH:21][C:20]([N:23]4[CH2:29][CH2:28][CH2:27][S:24]4(=[O:26])=[O:25])=[CH:19][CH:18]=3)[CH2:12]2)=[O:8])=[CH:4][CH:3]=1, predict the reactants needed to synthesize it. The reactants are: [Cl:1][C:2]1[S:6][C:5]([C:7]([NH:9][CH2:10][CH:11]2[O:15][C:14](=[O:16])[N:13]([C:17]3[CH:22]=[CH:21][C:20]([NH:23][S:24]([CH2:27][CH2:28][CH2:29]Cl)(=[O:26])=[O:25])=[CH:19][CH:18]=3)[CH2:12]2)=[O:8])=[CH:4][CH:3]=1.C(=O)([O-])[O-].[K+].[K+]. (4) Given the product [CH3:16][O:17][N:18]([CH3:19])[C:8](=[O:9])[C:7]1[CH:11]=[CH:12][C:4]([O:3][C:2]([F:14])([F:13])[F:1])=[CH:5][CH:6]=1, predict the reactants needed to synthesize it. The reactants are: [F:1][C:2]([F:14])([F:13])[O:3][C:4]1[CH:12]=[CH:11][C:7]([C:8](Cl)=[O:9])=[CH:6][CH:5]=1.Cl.[CH3:16][O:17][NH:18][CH3:19].C(N(C(C)C)C(C)C)C.O. (5) Given the product [C:1]([O:5][C:6]([N:8]1[CH2:12][CH:11]([OH:13])[CH2:10][C@@:9]1([C:21](=[O:30])[C:22]1[CH:27]=[CH:26][C:25]([Cl:28])=[C:24]([Cl:29])[CH:23]=1)[CH2:31][CH2:32][CH3:33])=[O:7])([CH3:2])([CH3:3])[CH3:4], predict the reactants needed to synthesize it. The reactants are: [C:1]([O:5][C:6]([N:8]1[CH2:12][CH:11]([O:13][Si](C(C)(C)C)(C)C)[CH2:10][C@:9]1([CH2:31][CH2:32][CH3:33])[C:21](=[O:30])[C:22]1[CH:27]=[CH:26][C:25]([Cl:28])=[C:24]([Cl:29])[CH:23]=1)=[O:7])([CH3:4])([CH3:3])[CH3:2].C[N+](C)(C)C.[F-]. (6) Given the product [CH:27]1([N:9]([CH:6]2[CH2:5][CH2:4][N:3]([C:1]3[O:30][N:31]=[C:32]([C:33]4[CH:38]=[CH:37][CH:36]=[CH:35][CH:34]=4)[N:2]=3)[CH2:8][CH2:7]2)[C:10]([C:12]2[CH:17]=[N:16][C:15]([C:18]3[CH:19]=[CH:20][C:21]([CH2:24][C:25]#[N:26])=[CH:22][CH:23]=3)=[N:14][CH:13]=2)=[O:11])[CH2:28][CH2:29]1, predict the reactants needed to synthesize it. The reactants are: [C:1]([N:3]1[CH2:8][CH2:7][CH:6]([N:9]([CH:27]2[CH2:29][CH2:28]2)[C:10]([C:12]2[CH:13]=[N:14][C:15]([C:18]3[CH:23]=[CH:22][C:21]([CH2:24][C:25]#[N:26])=[CH:20][CH:19]=3)=[N:16][CH:17]=2)=[O:11])[CH2:5][CH2:4]1)#[N:2].[OH:30][NH:31][C:32](=N)[C:33]1[CH:38]=[CH:37][CH:36]=[CH:35][CH:34]=1. (7) Given the product [F:37][C:38]1[CH:39]=[CH:40][C:41]([N:44]2[C:48]([C:49]([O:51][CH2:52][CH3:53])=[O:50])=[CH:47][N:46]=[C:45]2/[CH:54]=[CH:9]/[C:10]2[C:15]([F:16])=[CH:14][CH:13]=[C:12]([F:17])[C:11]=2[F:18])=[CH:42][CH:43]=1, predict the reactants needed to synthesize it. The reactants are: [Br-].C1([P+](C2C=CC=CC=2)(C2C=CC=CC=2)[CH2:9][C:10]2[C:15]([F:16])=[CH:14][CH:13]=[C:12]([F:17])[C:11]=2[F:18])C=CC=CC=1.CC(C)([O-])C.[K+].[F:37][C:38]1[CH:43]=[CH:42][C:41]([N:44]2[C:48]([C:49]([O:51][CH2:52][CH3:53])=[O:50])=[CH:47][N:46]=[C:45]2[CH:54]=O)=[CH:40][CH:39]=1.